Dataset: Catalyst prediction with 721,799 reactions and 888 catalyst types from USPTO. Task: Predict which catalyst facilitates the given reaction. (1) Reactant: O[C:2]1([CH2:5][CH2:6][C@@H:7]([CH2:23][O:24]S(C2C=CC(C)=CC=2)(=O)=O)[CH2:8][C@H:9]2[CH2:13][O:12][C:11]([CH3:15])([CH3:14])[N:10]2[C:16]([O:18][C:19]([CH3:22])([CH3:21])[CH3:20])=[O:17])[CH2:4][CH2:3]1.C[Mg+].[Br-]. The catalyst class is: 1. Product: [CH2:4]1[C:2]2([CH2:5][CH2:6][C@H:7]([CH2:8][C@H:9]3[CH2:13][O:12][C:11]([CH3:15])([CH3:14])[N:10]3[C:16]([O:18][C:19]([CH3:22])([CH3:20])[CH3:21])=[O:17])[CH2:23][O:24]2)[CH2:3]1. (2) Reactant: [CH:1]1([N:4]([CH:18]2[CH2:23][CH2:22][NH:21][CH2:20][CH2:19]2)[S:5]([C:8]2[CH:13]=[CH:12][CH:11]=[C:10]([C:14]([F:17])([F:16])[F:15])[CH:9]=2)(=[O:7])=[O:6])[CH2:3][CH2:2]1.C1C=CC2N(O)N=NC=2C=1.CCN=C=NCCCN(C)C.[N:45]1[CH:50]=[CH:49][CH:48]=[CH:47][C:46]=1[C:51](O)=[O:52]. Product: [CH:1]1([N:4]([CH:18]2[CH2:23][CH2:22][N:21]([C:51]([C:46]3[CH:47]=[CH:48][CH:49]=[CH:50][N:45]=3)=[O:52])[CH2:20][CH2:19]2)[S:5]([C:8]2[CH:13]=[CH:12][CH:11]=[C:10]([C:14]([F:17])([F:15])[F:16])[CH:9]=2)(=[O:6])=[O:7])[CH2:3][CH2:2]1. The catalyst class is: 3.